This data is from Reaction yield outcomes from USPTO patents with 853,638 reactions. The task is: Predict the reaction yield, written as a fraction of the theoretical maximum amount of product (1.0 means a 100% yield; for example, 0.34 means a 34% yield). (1) The reactants are [Cl:1][C:2]1[C:9]([OH:10])=[CH:8][CH:7]=[CH:6][C:3]=1[CH:4]=O.[NH:11]1[CH2:15][CH2:14][CH2:13][CH2:12]1.[BH-](OC(C)=O)(OC(C)=O)OC(C)=O.[Na+].OS([O-])(=O)=O.[Na+]. The catalyst is C(Cl)Cl.O. The product is [Cl:1][C:2]1[C:3]([CH2:4][N:11]2[CH2:15][CH2:14][CH2:13][CH2:12]2)=[CH:6][CH:7]=[CH:8][C:9]=1[OH:10]. The yield is 0.950. (2) The reactants are C(=O)([O-])[O-].[K+].[K+].[CH2:7]([NH:9][CH2:10][CH3:11])[CH3:8].[I-].[K+].C(O[CH2:18][CH3:19])(=O)C.[CH3:20]O.C([N:24]([CH2:27][CH3:28])CC)C.[C:29](#N)[CH3:30]. No catalyst specified. The product is [NH:9]1[C:10]2[C:29](=[CH:30][CH:18]=[CH:19][CH:11]=2)[CH:8]=[C:7]1[CH2:20][CH2:28][CH2:27][NH2:24]. The yield is 0.400.